Predict the product of the given reaction. From a dataset of Forward reaction prediction with 1.9M reactions from USPTO patents (1976-2016). (1) Given the reactants [CH3:1][O:2][C:3]([C:5]1[S:6][C:7]([C:26]2[CH:31]=[CH:30][CH:29]=[CH:28][CH:27]=2)=[CH:8][C:9]=1[NH:10][CH:11]([CH:20]1[CH2:25][CH2:24][CH2:23][CH2:22][CH2:21]1)[CH2:12][CH2:13][CH2:14][C:15]([O:17]CC)=[O:16])=[O:4].[OH-].[Li+], predict the reaction product. The product is: [CH3:1][O:2][C:3]([C:5]1[S:6][C:7]([C:26]2[CH:31]=[CH:30][CH:29]=[CH:28][CH:27]=2)=[CH:8][C:9]=1[NH:10][CH:11]([CH:20]1[CH2:21][CH2:22][CH2:23][CH2:24][CH2:25]1)[CH2:12][CH2:13][CH2:14][C:15]([OH:17])=[O:16])=[O:4]. (2) Given the reactants [C:1]1([C:7]2[CH:12]=[C:11]([C:13]3[N:17]4[N:18]=[CH:19][C:20]([C:22]5[CH:23]=[C:24]([CH:28]=[CH:29][CH:30]=5)[C:25](O)=[O:26])=[CH:21][C:16]4=[N:15][CH:14]=3)[CH:10]=[CH:9][N:8]=2)[CH:6]=[CH:5][CH:4]=[CH:3][CH:2]=1.[CH3:31][N:32]([CH3:37])[CH2:33][CH2:34][CH2:35][NH2:36].C(N(CC)CC)C.F[P-](F)(F)(F)(F)F.N1(O[P+](N(C)C)(N(C)C)N(C)C)C2C=CC=CC=2N=N1, predict the reaction product. The product is: [CH3:31][N:32]([CH3:37])[CH2:33][CH2:34][CH2:35][NH:36][C:25](=[O:26])[C:24]1[CH:28]=[CH:29][CH:30]=[C:22]([C:20]2[CH:19]=[N:18][N:17]3[C:13]([C:11]4[CH:10]=[CH:9][N:8]=[C:7]([C:1]5[CH:6]=[CH:5][CH:4]=[CH:3][CH:2]=5)[CH:12]=4)=[CH:14][N:15]=[C:16]3[CH:21]=2)[CH:23]=1. (3) Given the reactants [F:1][C:2]1[CH:8]=[CH:7][CH:6]=[CH:5][C:3]=1[NH2:4].[C:9]([O:17]CC)(=O)[CH2:10][C:11]([O:13]CC)=O, predict the reaction product. The product is: [F:1][C:2]1[CH:8]=[CH:7][CH:6]=[CH:5][C:3]=1[NH:4][C:11](=[O:13])[CH2:10][C:9]([NH:4][C:3]1[CH:5]=[CH:6][CH:7]=[CH:8][C:2]=1[F:1])=[O:17].